Dataset: Experimentally validated miRNA-target interactions with 360,000+ pairs, plus equal number of negative samples. Task: Binary Classification. Given a miRNA mature sequence and a target amino acid sequence, predict their likelihood of interaction. (1) The miRNA is hsa-miR-4706 with sequence AGCGGGGAGGAAGUGGGCGCUGCUU. The protein sequence of the target gene is MASGGGGCSASERLPPPFPGLEPESEGAAGGSEPEAGDSDTEGEDIFTGAAVVSKHQSPKITTSLLPINNGSKENGIHEEQDQEPQDLFADATVELSLDSTQNNQKKVLAKTLISLPPQEATNSSKPQPTYEELEEEEQEDQFDLTVGITDPEKIGDGMNAYVAYKVTTQTSLPLFRSKQFAVKRRFSDFLGLYEKLSEKHSQNGFIVPPPPEKSLIGMTKVKVGKEDSSSAEFLEKRRAALERYLQRIVNHPTMLQDPDVREFLEKEELPRAVGTQTLSGAGLLKMFNKATDAVSKMTI.... Result: 0 (no interaction). (2) The miRNA is hsa-miR-6876-5p with sequence CAGGAAGGAGACAGGCAGUUCA. The protein sequence of the target gene is MARARPSVAGGGVAAPPERAGPGRPRRSRTGHHCDPECPGLRAAPRTPGPGAGRRAAKLRPGRGWWALLLLQLHLLRALAQDDVAPYFKTEPGLPQIHLEGNRLVLTCLAEGSWPLEFKWIRNDSELTTYSSEYKYIIPSLQKLDAGFYRCVVRNRMGALLQRKSEIQVAYMGNFMDTDQRKTVSQGHAALLNLLPIVSCPQPQVTWFREGHKIIPSSRIAITLENQLVILATTASDAGAYYVQAVNEKNGENKTSPFIHLSVARDTGTHEAMAPIIVVAPGNRSVVAGSSETTLECIAN.... Result: 0 (no interaction). (3) The miRNA is hsa-miR-3690 with sequence ACCUGGACCCAGCGUAGACAAAG. The protein sequence of the target gene is MSENLDKSHVDEAGEAEAAASEQGLEGALECSDETLQKKVKSDSPSSQRVGRPHSSPARLVTVEELLETAKGVTNMALAHEIVVTGDFRINAVELAEGSLEKRVKEIVHKAFWDCLSVQLSEEPPTYDHAIKLVGEIKETLLSFLLPGHTRLRNQITEVLDLELIKQEAENGALDISKLAEFIIGMMGILCAPARDEEVKKLKGIKEIVPLFRAIFSVLDLMKVDMANFAISSIRPHLMQQSVEYERRKFQEVLERQPNSLDFATQWLEEATNDLLSQKYKHALPAGGGAAGSGDAPLLT.... Result: 0 (no interaction). (4) The miRNA is mmu-miR-7116-3p with sequence UUUUUUUCCUUUGCCUUCUCAG. The protein sequence of the target gene is MMAAAPIQQNGTHTGVPIDLDPPDSRKRPLEAPPEAGSTKRTNTGEDGQYFLKVLIPSYAAGSIIGKGGQTIVQLQKETGATIKLSKSKDFYPGTTERVCLIQGTIEALNAVHGFIAEKIREMPQNVAKTEPVSILQPQTTVNPDRIKQTLPSSPTTTKSSPSDPMTTSRANQVKIIVPNSTAGLIIGKGGATVKAIMEQSGAWVQLSQKPDGINLQERVVTVSGEPEQNRKAVELIIQKIQEDPQSGSCLNISYANVTGPVANSNPTGSPYANTAEVLPTAAAAAGLLGHANLAGVAAF.... Result: 0 (no interaction). (5) The miRNA is mmu-miR-335-3p with sequence UUUUUCAUUAUUGCUCCUGACC. The protein sequence of the target gene is MGSTLGCHRSIPRDPSDLSHNRKFSAACNFSNILVNQERLNINTATEEELMTLPGVTRAVARSIVEYREYIGGFKKVEDLALVSGVGATKLEQVKFEICVSSKGNSAQHSPSSLRRDLLAEQQPHHLTTTVPLTPRVNINTATLAQLMSVRGLSEKMALSIVDYRREHGPFRSVEDLVRMDGINAAFLDRIRHQVFAERSRPPSTHTNGGLTFTAKPHPSPTSLSLQSEDLDLPPGGPTQIISMRPSVEAFGGMRDGRPVFRLATWNLQGCSVEKANNPGVREVVCMTLLENSIKLLAVQ.... Result: 1 (interaction).